Dataset: Reaction yield outcomes from USPTO patents with 853,638 reactions. Task: Predict the reaction yield, written as a fraction of the theoretical maximum amount of product (1.0 means a 100% yield; for example, 0.34 means a 34% yield). (1) The reactants are [O:1]=[C:2]1[NH:11][C:10]2[N:9]=[C:8]([O:12][CH2:13][CH2:14][CH2:15][CH:16]=O)[CH:7]=[CH:6][C:5]=2[CH:4]=[CH:3]1.Cl.[C:19]1([N:29]2[CH2:34][CH2:33][NH:32][CH2:31][CH2:30]2)[C:28]2[C:23](=[CH:24][CH:25]=[CH:26][CH:27]=2)[CH:22]=[CH:21][CH:20]=1.CCN(CC)CC.[BH-](OC(C)=O)(OC(C)=O)OC(C)=O.[Na+]. The catalyst is ClCCCl. The product is [C:19]1([N:29]2[CH2:34][CH2:33][N:32]([CH2:16][CH2:15][CH2:14][CH2:13][O:12][C:8]3[N:9]=[C:10]4[C:5]([CH:4]=[CH:3][C:2](=[O:1])[NH:11]4)=[CH:6][CH:7]=3)[CH2:31][CH2:30]2)[C:28]2[C:23](=[CH:24][CH:25]=[CH:26][CH:27]=2)[CH:22]=[CH:21][CH:20]=1. The yield is 0.800. (2) The reactants are Br[C:2]1[CH:11]=[C:10]([C:12]([O:14][CH3:15])=[O:13])[C:9]([N+:16]([O-:18])=[O:17])=[CH:8][C:3]=1[C:4]([O:6][CH3:7])=[O:5].[C:19](=O)([O-])[O-].[Cs+].[Cs+].CB1OB(C)OB(C)O1. The catalyst is C1(C)C=CC=CC=1. The product is [CH3:19][C:2]1[CH:11]=[C:10]([C:12]([O:14][CH3:15])=[O:13])[C:9]([N+:16]([O-:18])=[O:17])=[CH:8][C:3]=1[C:4]([O:6][CH3:7])=[O:5]. The yield is 0.700. (3) The reactants are [F:1][C:2]1[CH:7]=[CH:6][CH:5]=[C:4]([F:8])[C:3]=1[NH:9][C:10]([NH:12]/[N:13]=[CH:14]/[C:15]1[CH:20]=[CH:19][C:18]([C:21]2[N:25]=[CH:24][N:23]([C:26]3[CH:31]=[CH:30][C:29]([O:32][C:33]([F:36])([F:35])[F:34])=[CH:28][CH:27]=3)[N:22]=2)=[CH:17][CH:16]=1)=[S:11].[C:37](=O)([O-])[O-].[K+].[K+].ICI. The catalyst is CC(=O)CC.C(Cl)Cl. The product is [F:8][C:4]1[CH:5]=[CH:6][CH:7]=[C:2]([F:1])[C:3]=1[N:9]1[CH2:37][S:11]/[C:10]/1=[N:12]/[N:13]=[CH:14]\[C:15]1[CH:20]=[CH:19][C:18]([C:21]2[N:25]=[CH:24][N:23]([C:26]3[CH:31]=[CH:30][C:29]([O:32][C:33]([F:35])([F:34])[F:36])=[CH:28][CH:27]=3)[N:22]=2)=[CH:17][CH:16]=1. The yield is 0.170.